From a dataset of KCNQ2 potassium channel screen with 302,405 compounds. Binary Classification. Given a drug SMILES string, predict its activity (active/inactive) in a high-throughput screening assay against a specified biological target. (1) The compound is s1c(NC(=O)C)c(cc1)/C=C\C(OC)=O. The result is 0 (inactive). (2) The molecule is O=C(NC1CCCc2n(ncc12)c1cc(c(cc1)C)C)c1c(OC)c(OC)c(OC)cc1. The result is 0 (inactive). (3) The compound is S(c1n(c(c2ccccc2)cn1)C)CC(=O)N. The result is 0 (inactive).